From a dataset of Reaction yield outcomes from USPTO patents with 853,638 reactions. Predict the reaction yield, written as a fraction of the theoretical maximum amount of product (1.0 means a 100% yield; for example, 0.34 means a 34% yield). (1) The reactants are [CH2:1]([O:8][C:9]1[CH:14]=[CH:13][C:12]([CH2:15][C:16]([OH:18])=[O:17])=[CH:11][CH:10]=1)[C:2]1[CH:7]=[CH:6][CH:5]=[CH:4][CH:3]=1.CC(C)([O-])C.[K+].Br.Br[CH2:27][C:28]([C:30]1[CH:35]=[CH:34][N:33]=[CH:32][CH:31]=1)=[O:29]. The catalyst is CO. The product is [CH2:1]([O:8][C:9]1[CH:10]=[CH:11][C:12]([CH2:15][C:16]([O:18][CH2:27][C:28](=[O:29])[C:30]2[CH:35]=[CH:34][N:33]=[CH:32][CH:31]=2)=[O:17])=[CH:13][CH:14]=1)[C:2]1[CH:3]=[CH:4][CH:5]=[CH:6][CH:7]=1. The yield is 0.480. (2) The reactants are C(OC([N:8]1[CH2:13][CH2:12][N:11]([C:14]2[CH:22]=[CH:21][C:17]([C:18]([OH:20])=[O:19])=[CH:16][CH:15]=2)[CH2:10][CH2:9]1)=O)(C)(C)C. The catalyst is Cl.CO. The product is [N:11]1([C:14]2[CH:15]=[CH:16][C:17]([C:18]([OH:20])=[O:19])=[CH:21][CH:22]=2)[CH2:10][CH2:9][NH:8][CH2:13][CH2:12]1. The yield is 0.610. (3) The reactants are [CH:1]1([C:4]2[CH:9]=[CH:8][C:7]([NH:10][C:11]3[C:12]4[N:13]([CH:20]=[N:21][CH:22]=4)[CH:14]=[CH:15][C:16]=3[C:17]([OH:19])=O)=[C:6]([F:23])[CH:5]=2)[CH2:3][CH2:2]1.CCN=C=NCCCN(C)C.C1C=CC2N(O)N=NC=2C=1.CCN(C(C)C)C(C)C.Cl.[NH2:55][O:56][C:57]([CH3:61])([CH3:60])[CH2:58][OH:59]. The catalyst is CN(C=O)C. The product is [OH:59][CH2:58][C:57]([CH3:61])([CH3:60])[O:56][NH:55][C:17]([C:16]1[CH:15]=[CH:14][N:13]2[CH:20]=[N:21][CH:22]=[C:12]2[C:11]=1[NH:10][C:7]1[CH:8]=[CH:9][C:4]([CH:1]2[CH2:3][CH2:2]2)=[CH:5][C:6]=1[F:23])=[O:19]. The yield is 0.0800. (4) The reactants are [Si]([O:8][C:9]1[C:10]([F:25])=[C:11]([C:15]([CH2:21][CH:22]2[CH2:24][CH2:23]2)=[CH:16][C:17]([O:19][CH3:20])=[O:18])[CH:12]=[CH:13][CH:14]=1)(C(C)(C)C)(C)C.[Mg].[F-].[K+]. The catalyst is CO. The product is [CH:22]1([CH2:21][CH:15]([C:11]2[CH:12]=[CH:13][CH:14]=[C:9]([OH:8])[C:10]=2[F:25])[CH2:16][C:17]([O:19][CH3:20])=[O:18])[CH2:23][CH2:24]1. The yield is 0.790. (5) The reactants are [Br:1][C:2]1[CH:3]=[CH:4][C:5]([F:9])=[C:6]([OH:8])[CH:7]=1.C(=O)([O-])[O-].[K+].[K+].[CH3:16][C:17]([CH3:19])=[O:18]. No catalyst specified. The product is [Br:1][C:2]1[CH:3]=[CH:4][C:5]([F:9])=[C:6]([CH:7]=1)[O:8][CH2:16][C@H:17]1[CH2:19][O:18]1. The yield is 0.820. (6) The reactants are [F:1][C:2]1[CH:7]=[C:6]([CH3:8])[CH:5]=[C:4]([N+:9]([O-:11])=[O:10])[C:3]=1[O:12][CH3:13].C1C(=O)N([Br:21])C(=O)C1. The catalyst is C(Cl)(Cl)(Cl)Cl.CC(N=NC(C#N)(C)C)(C#N)C. The product is [CH3:13][O:12][C:3]1[C:4]([N+:9]([O-:11])=[O:10])=[CH:5][C:6]([CH2:8][Br:21])=[CH:7][C:2]=1[F:1]. The yield is 0.400. (7) The reactants are Cl.Cl.[F:3][CH2:4][CH2:5][O:6][C:7]1[CH:8]=[C:9]([N:14]2[CH2:19][CH2:18][NH:17][CH2:16][CH2:15]2)[CH:10]=[CH:11][C:12]=1[Cl:13].[NH:20]1[CH:24]=[CH:23][N:22]=[C:21]1[C:25]1[C:33]2[C:28](=[N:29][CH:30]=[CH:31][CH:32]=2)[N:27]([CH2:34][C:35](O)=[O:36])[N:26]=1.CN(C(ON1N=NC2C=CC=CC1=2)=[N+](C)C)C.F[P-](F)(F)(F)(F)F.CCN(C(C)C)C(C)C. The catalyst is CCOC(C)=O.CN(C=O)C. The product is [NH:20]1[CH:24]=[CH:23][N:22]=[C:21]1[C:25]1[C:33]2[C:28](=[N:29][CH:30]=[CH:31][CH:32]=2)[N:27]([CH2:34][C:35]([N:17]2[CH2:18][CH2:19][N:14]([C:9]3[CH:10]=[CH:11][C:12]([Cl:13])=[C:7]([O:6][CH2:5][CH2:4][F:3])[CH:8]=3)[CH2:15][CH2:16]2)=[O:36])[N:26]=1. The yield is 0.200.